This data is from NCI-60 drug combinations with 297,098 pairs across 59 cell lines. The task is: Regression. Given two drug SMILES strings and cell line genomic features, predict the synergy score measuring deviation from expected non-interaction effect. (1) Drug 1: C1CCC(CC1)NC(=O)N(CCCl)N=O. Drug 2: B(C(CC(C)C)NC(=O)C(CC1=CC=CC=C1)NC(=O)C2=NC=CN=C2)(O)O. Cell line: U251. Synergy scores: CSS=37.2, Synergy_ZIP=7.32, Synergy_Bliss=11.2, Synergy_Loewe=17.4, Synergy_HSA=14.0. (2) Drug 1: C1CC(=O)NC(=O)C1N2C(=O)C3=CC=CC=C3C2=O. Drug 2: COC1=C2C(=CC3=C1OC=C3)C=CC(=O)O2. Cell line: MOLT-4. Synergy scores: CSS=-1.65, Synergy_ZIP=2.10, Synergy_Bliss=2.84, Synergy_Loewe=0.631, Synergy_HSA=-0.269. (3) Drug 1: CC(CN1CC(=O)NC(=O)C1)N2CC(=O)NC(=O)C2. Drug 2: C1=NC(=NC(=O)N1C2C(C(C(O2)CO)O)O)N. Cell line: MOLT-4. Synergy scores: CSS=48.6, Synergy_ZIP=-2.23, Synergy_Bliss=-3.65, Synergy_Loewe=-3.04, Synergy_HSA=-2.44. (4) Drug 1: C1=CC(=C2C(=C1NCCNCCO)C(=O)C3=C(C=CC(=C3C2=O)O)O)NCCNCCO. Drug 2: CC(C)CN1C=NC2=C1C3=CC=CC=C3N=C2N. Cell line: 786-0. Synergy scores: CSS=51.5, Synergy_ZIP=2.54, Synergy_Bliss=3.84, Synergy_Loewe=-22.1, Synergy_HSA=3.24. (5) Synergy scores: CSS=7.21, Synergy_ZIP=-3.85, Synergy_Bliss=-4.10, Synergy_Loewe=-0.499, Synergy_HSA=-0.562. Drug 1: CC1=CC=C(C=C1)C2=CC(=NN2C3=CC=C(C=C3)S(=O)(=O)N)C(F)(F)F. Cell line: SK-MEL-5. Drug 2: C1=CC=C(C(=C1)C(C2=CC=C(C=C2)Cl)C(Cl)Cl)Cl. (6) Drug 1: CC1OCC2C(O1)C(C(C(O2)OC3C4COC(=O)C4C(C5=CC6=C(C=C35)OCO6)C7=CC(=C(C(=C7)OC)O)OC)O)O. Drug 2: C1=CN(C(=O)N=C1N)C2C(C(C(O2)CO)O)O.Cl. Cell line: PC-3. Synergy scores: CSS=29.2, Synergy_ZIP=-8.55, Synergy_Bliss=-5.32, Synergy_Loewe=-1.92, Synergy_HSA=-0.244. (7) Drug 1: CC1CCC2CC(C(=CC=CC=CC(CC(C(=O)C(C(C(=CC(C(=O)CC(OC(=O)C3CCCCN3C(=O)C(=O)C1(O2)O)C(C)CC4CCC(C(C4)OC)OCCO)C)C)O)OC)C)C)C)OC. Drug 2: C1=CC=C(C(=C1)C(C2=CC=C(C=C2)Cl)C(Cl)Cl)Cl. Cell line: RPMI-8226. Synergy scores: CSS=12.3, Synergy_ZIP=12.7, Synergy_Bliss=16.0, Synergy_Loewe=-18.0, Synergy_HSA=5.95. (8) Drug 1: CC1=C(N=C(N=C1N)C(CC(=O)N)NCC(C(=O)N)N)C(=O)NC(C(C2=CN=CN2)OC3C(C(C(C(O3)CO)O)O)OC4C(C(C(C(O4)CO)O)OC(=O)N)O)C(=O)NC(C)C(C(C)C(=O)NC(C(C)O)C(=O)NCCC5=NC(=CS5)C6=NC(=CS6)C(=O)NCCC[S+](C)C)O. Drug 2: C1CN(P(=O)(OC1)NCCCl)CCCl. Cell line: RPMI-8226. Synergy scores: CSS=-1.56, Synergy_ZIP=-1.23, Synergy_Bliss=-2.96, Synergy_Loewe=-0.873, Synergy_HSA=-3.09.